This data is from Catalyst prediction with 721,799 reactions and 888 catalyst types from USPTO. The task is: Predict which catalyst facilitates the given reaction. (1) Reactant: [C:1]1([C@H:7]2[C@@H:11]([C:12]3[CH:17]=[CH:16][CH:15]=[CH:14][CH:13]=3)[NH:10][C:9](=[S:18])[NH:8]2)[CH:6]=[CH:5][CH:4]=[CH:3][CH:2]=1.[F:19][C:20]1[CH:21]=[C:22]([CH:25]=[CH:26][CH:27]=1)[CH2:23][Cl:24]. Product: [ClH:24].[F:19][C:20]1[CH:21]=[C:22]([CH:25]=[CH:26][CH:27]=1)[CH2:23][S:18][C:9]1[NH:8][C@H:7]([C:1]2[CH:2]=[CH:3][CH:4]=[CH:5][CH:6]=2)[C@H:11]([C:12]2[CH:13]=[CH:14][CH:15]=[CH:16][CH:17]=2)[N:10]=1. The catalyst class is: 14. (2) Reactant: [CH:1]1[C:2]([C:10]([O:12][CH2:13][CH3:14])=[O:11])=[CH:3][N:4]2[C:9]=1[CH:8]=[CH:7][CH:6]=[CH:5]2.F[B-](F)(F)F.C1(P(C2CCCC2)C2CCCC2)CCCC1.C([O-])([O-])=O.[Cs+].[Cs+].Cl[C:43]1[CH:44]=[N:45][CH:46]=[CH:47][CH:48]=1. Product: [N:45]1[CH:46]=[CH:47][CH:48]=[C:43]([C:3]2[N:4]3[C:9]([CH:8]=[CH:7][CH:6]=[CH:5]3)=[CH:1][C:2]=2[C:10]([O:12][CH2:13][CH3:14])=[O:11])[CH:44]=1. The catalyst class is: 718. (3) The catalyst class is: 136. Reactant: Cl[CH2:2][C:3](=[O:5])[CH3:4].COC(=O)[C:9]1[CH:14]=C[C:12]([NH:15][CH:16]=[O:17])=[C:11]([O:18][CH3:19])[CH:10]=1.C(=O)([O-])[O-].[Cs+].[Cs+].[I-].[K+].[C:29]([O:32][CH2:33]C)(=[O:31])[CH3:30]. Product: [CH3:33][O:32][C:29](=[O:31])[C:30]1[CH:14]=[CH:9][CH:10]=[C:11]([O:18][CH3:19])[C:12]=1[N:15]([CH:16]=[O:17])[CH2:2][C:3](=[O:5])[CH3:4]. (4) Reactant: [CH3:1][C:2]1[CH:7]=[CH:6][N:5]=[C:4]([C:8]#[N:9])[N:3]=1.O.[NH2:11][NH2:12]. Product: [CH3:1][C:2]1[CH:7]=[CH:6][N:5]=[C:4]([C:8](=[NH:9])[NH:11][NH2:12])[N:3]=1. The catalyst class is: 8. (5) Reactant: [NH2:1][C:2]1[C:6]([C:7]([C:9]2[CH:14]=[CH:13][CH:12]=[CH:11][CH:10]=2)=[O:8])=[CH:5][NH:4][N:3]=1.[H-].[Na+].[CH2:17](I)[CH3:18]. The catalyst class is: 39. Product: [NH2:1][C:2]1[C:6]([C:7]([C:9]2[CH:10]=[CH:11][CH:12]=[CH:13][CH:14]=2)=[O:8])=[CH:5][N:4]([CH2:17][CH3:18])[N:3]=1.